This data is from Reaction yield outcomes from USPTO patents with 853,638 reactions. The task is: Predict the reaction yield, written as a fraction of the theoretical maximum amount of product (1.0 means a 100% yield; for example, 0.34 means a 34% yield). The reactants are [Cl:1][C:2]1[CH:7]=[CH:6][C:5]([C:8]2[CH2:12][C:11]([C:14]([F:17])([F:16])[F:15])(O)[O:10][N:9]=2)=[CH:4][CH:3]=1.C1(C2CC(O)(C(F)(F)F)ON=2)C=CC=CC=1. No catalyst specified. The product is [Cl:1][C:2]1[CH:3]=[CH:4][C:5]([C:8]2[CH:12]=[C:11]([C:14]([F:16])([F:15])[F:17])[O:10][N:9]=2)=[CH:6][CH:7]=1. The yield is 0.980.